This data is from Forward reaction prediction with 1.9M reactions from USPTO patents (1976-2016). The task is: Predict the product of the given reaction. (1) Given the reactants Cl.[CH2:2]([O:4][C:5]1[CH:10]=[CH:9][CH:8]=[CH:7][C:6]=1[NH:11][NH2:12])[CH3:3].[OH-].[Na+], predict the reaction product. The product is: [CH2:2]([O:4][C:5]1[CH:10]=[CH:9][CH:8]=[CH:7][C:6]=1[N:11]1[C:6]([NH2:11])=[CH:5][C:10]([CH3:9])=[N:12]1)[CH3:3]. (2) Given the reactants [NH2:1][CH:2]1[C:8](=[O:9])[N:7]([CH3:10])[C:6]2[CH:11]=[CH:12][CH:13]=[CH:14][C:5]=2[C:4]2[CH:15]=[CH:16][CH:17]=[CH:18][C:3]1=2.[F:19][C:20]1[CH:21]=[C:22]([CH:31]=[C:32]([F:34])[CH:33]=1)[CH2:23][NH:24][C:25](=[O:30])[CH2:26][C:27](O)=[O:28], predict the reaction product. The product is: [F:19][C:20]1[CH:21]=[C:22]([CH:31]=[C:32]([F:34])[CH:33]=1)[CH2:23][NH:24][C:25](=[O:30])[CH2:26][C:27]([NH:1][CH:2]1[C:8](=[O:9])[N:7]([CH3:10])[C:6]2[CH:11]=[CH:12][CH:13]=[CH:14][C:5]=2[C:4]2[CH:15]=[CH:16][CH:17]=[CH:18][C:3]1=2)=[O:28]. (3) Given the reactants [OH:1][C:2]1[CH:3]=[C:4]([CH:13]=[CH:14][CH:15]=1)[C:5]([C:7]1[CH:12]=[CH:11][CH:10]=[CH:9][CH:8]=1)=O.[CH:16]([NH2:18])=[O:17], predict the reaction product. The product is: [OH:1][C:2]1[CH:3]=[C:4]([CH:5]([C:7]2[CH:12]=[CH:11][CH:10]=[CH:9][CH:8]=2)[NH:18][CH:16]=[O:17])[CH:13]=[CH:14][CH:15]=1. (4) Given the reactants [C:1]1([C:17]2[CH:22]=[CH:21][CH:20]=[CH:19][CH:18]=2)[CH:6]=[CH:5][C:4]([CH:7]([NH:15][CH3:16])[CH2:8][N:9]2[CH2:14][CH2:13][O:12][CH2:11][CH2:10]2)=[CH:3][CH:2]=1.[O:23]=[C:24]1[N:29]([CH2:30][C:31]([OH:33])=O)[C:28]2[CH:34]=[C:35]([O:38][C:39]([F:42])([F:41])[F:40])[CH:36]=[CH:37][C:27]=2[O:26][CH2:25]1.C(N(CC)CC)C.F[P-](F)(F)(F)(F)F.N1(O[P+](N(C)C)(N(C)C)N(C)C)C2C=CC=CC=2N=N1.FC(F)(F)C(O)=O, predict the reaction product. The product is: [C:1]1([C:17]2[CH:22]=[CH:21][CH:20]=[CH:19][CH:18]=2)[CH:2]=[CH:3][C:4]([CH:7]([N:15]([CH3:16])[C:31](=[O:33])[CH2:30][N:29]2[C:28]3[CH:34]=[C:35]([O:38][C:39]([F:42])([F:41])[F:40])[CH:36]=[CH:37][C:27]=3[O:26][CH2:25][C:24]2=[O:23])[CH2:8][N:9]2[CH2:10][CH2:11][O:12][CH2:13][CH2:14]2)=[CH:5][CH:6]=1.